This data is from Forward reaction prediction with 1.9M reactions from USPTO patents (1976-2016). The task is: Predict the product of the given reaction. (1) Given the reactants [OH:1][CH2:2][C:3]1[CH:4]=[CH:5][C:6]([O:11][C:12]2[CH:17]=[CH:16][C:15]([C:18]([F:21])([F:20])[F:19])=[CH:14][CH:13]=2)=[C:7]([CH:10]=1)[C:8]#[N:9].Cl[C:23]1[CH:34]=[C:27]2[N:28]([CH3:33])[C@@H:29]([CH3:32])[CH2:30][CH2:31][N:26]2[C:25](=[O:35])[N:24]=1, predict the reaction product. The product is: [CH3:33][N:28]1[C@@H:29]([CH3:32])[CH2:30][CH2:31][N:26]2[C:25](=[O:35])[N:24]=[C:23]([O:1][CH2:2][C:3]3[CH:4]=[CH:5][C:6]([O:11][C:12]4[CH:17]=[CH:16][C:15]([C:18]([F:19])([F:20])[F:21])=[CH:14][CH:13]=4)=[C:7]([CH:10]=3)[C:8]#[N:9])[CH:34]=[C:27]12. (2) Given the reactants [C:1]([C:5]1[CH:10]=[CH:9][C:8]([N:11]2C(=O)C3C(=CC=CC=3)C2=O)=[CH:7][C:6]=1[O:22][CH3:23])([CH3:4])([CH3:3])[CH3:2].NN, predict the reaction product. The product is: [C:1]([C:5]1[CH:10]=[CH:9][C:8]([NH2:11])=[CH:7][C:6]=1[O:22][CH3:23])([CH3:4])([CH3:2])[CH3:3]. (3) Given the reactants [CH3:1][O:2][C:3](=[O:18])[C:4]1[CH:9]=[CH:8][C:7]([N:10]2[CH2:15][CH2:14][CH:13]([OH:16])[CH2:12][CH2:11]2)=[CH:6][C:5]=1Br.[C:19]1(B(O)O)[CH:24]=[CH:23][CH:22]=[CH:21][CH:20]=1.P([O-])([O-])([O-])=O.[K+].[K+].[K+], predict the reaction product. The product is: [CH3:1][O:2][C:3]([C:4]1[C:5]([C:19]2[CH:24]=[CH:23][CH:22]=[CH:21][CH:20]=2)=[CH:6][C:7]([N:10]2[CH2:15][CH2:14][CH:13]([OH:16])[CH2:12][CH2:11]2)=[CH:8][CH:9]=1)=[O:18]. (4) Given the reactants [CH3:1][C:2]1[C:6]([O:7][C:8]2[CH:15]=[CH:14][C:11]([CH:12]=O)=[CH:10][CH:9]=2)=[C:5]([CH3:16])[N:4]([C:17]2[N:22]=[C:21]([C:23]3[CH:28]=[CH:27][CH:26]=[CH:25][N:24]=3)[CH:20]=[CH:19][N:18]=2)[N:3]=1.[CH2:29]([N:36]1[CH2:41][CH2:40][NH:39][CH2:38][CH2:37]1)[C:30]1[CH:35]=[CH:34][CH:33]=[CH:32][CH:31]=1.C(O[BH-](OC(=O)C)OC(=O)C)(=O)C.[Na+], predict the reaction product. The product is: [CH2:29]([N:36]1[CH2:41][CH2:40][N:39]([CH2:12][C:11]2[CH:14]=[CH:15][C:8]([O:7][C:6]3[C:2]([CH3:1])=[N:3][N:4]([C:17]4[N:22]=[C:21]([C:23]5[CH:28]=[CH:27][CH:26]=[CH:25][N:24]=5)[CH:20]=[CH:19][N:18]=4)[C:5]=3[CH3:16])=[CH:9][CH:10]=2)[CH2:38][CH2:37]1)[C:30]1[CH:31]=[CH:32][CH:33]=[CH:34][CH:35]=1. (5) Given the reactants [S:1]([C:5]1[CH:6]=[C:7]([P:11]([C:18]2[CH:23]=[CH:22][CH:21]=[C:20]([S:24]([O-:27])(=[O:26])=[O:25])[CH:19]=2)[C:12]2[CH:17]=[CH:16][CH:15]=[CH:14][CH:13]=2)[CH:8]=[CH:9][CH:10]=1)([O-:4])(=[O:3])=[O:2].[Na:28][Na], predict the reaction product. The product is: [CH:9]1[CH:10]=[C:5]([S:1]([O-:4])(=[O:3])=[O:2])[CH:6]=[C:7]([P:11]([C:18]2[CH:23]=[CH:22][CH:21]=[C:20]([S:24]([O-:27])(=[O:25])=[O:26])[CH:19]=2)[C:12]2[CH:13]=[CH:14][CH:15]=[C:16]([S:1]([O-:4])(=[O:3])=[O:2])[CH:17]=2)[CH:8]=1.[Na+:28].[Na+:28].[Na+:28].